From a dataset of Experimentally validated miRNA-target interactions with 360,000+ pairs, plus equal number of negative samples. Binary Classification. Given a miRNA mature sequence and a target amino acid sequence, predict their likelihood of interaction. (1) The miRNA is hsa-miR-4468 with sequence AGAGCAGAAGGAUGAGAU. The protein sequence of the target gene is MMSDFGEELTKLAVAEDNPETSVLSKTGMHFPWLHKHVEAVVTGGKKRKDFAQTTSACLSFIQEALLKHQWQQAAEYMHSYLQTLEDSDTDKRQAAPEIIWKLGSEILFYHPKSNVETFNSFADRMKNIGVLNYLKISLQHALYLLHHGMLDDANRNLSKAETWRYGEKSSSQEVLINLVQAYKGLLQYYTWTRKKMELSKLDEDDYAYAAKTRTMLSQSCKTSTNICALVKTPGVWDPFVKSYVEMLEFYGDQDGAREMLTNYAYDEKFPSNPNAHVYLYEFLKREKAPRAKLISVLKI.... Result: 0 (no interaction). (2) The miRNA is hsa-miR-4445-5p with sequence AGAUUGUUUCUUUUGCCGUGCA. The protein sequence of the target gene is MFFKMKNEIDNDPESEKCIKDSTIMRREPQNILSPLMLPNLEIPFSVKDIISRIERAQLHRAREDIDMQLSEIMNNVHRIMTRYTLVFNSSSERNVSLTEHKKKQRTNFLEKMATYAKTIEIREKTLANILAWLEEWNDVLSEMTLMDVDEHHHWIAQMELLPDTLKAIENNVKILSRFSTSFLDEKKKQKKKILSRGTLWKSWKERVIKRPSTARALRPDQMISDQLATNTKVSEIQGMLQELIGTTMFSTLENNAIKYISSTIVNLSTALSMLNDELKCVNFQSSTVYAHETSEAEKE.... Result: 0 (no interaction).